Dataset: Catalyst prediction with 721,799 reactions and 888 catalyst types from USPTO. Task: Predict which catalyst facilitates the given reaction. (1) Product: [C:18]([N:14]1[CH2:15][CH2:16][CH2:17][C@@H:12]([N:8]2[C:4]3=[N:5][CH:6]=[N:7][C:2]([NH2:1])=[C:3]3[C:10]([C:34]3[CH:35]=[CH:36][C:31]([C:29]([NH:28][C:26]4[S:25][N:24]=[C:23]([CH3:22])[CH:27]=4)=[O:30])=[CH:32][CH:33]=3)=[N:9]2)[CH2:13]1)(=[O:21])[CH:19]=[CH2:20]. Reactant: [NH2:1][C:2]1[N:7]=[CH:6][N:5]=[C:4]2[N:8]([C@@H:12]3[CH2:17][CH2:16][CH2:15][N:14]([C:18](=[O:21])[CH:19]=[CH2:20])[CH2:13]3)[N:9]=[C:10](I)[C:3]=12.[CH3:22][C:23]1[CH:27]=[C:26]([NH:28][C:29]([C:31]2[CH:36]=[CH:35][C:34](B(O)O)=[CH:33][CH:32]=2)=[O:30])[S:25][N:24]=1.C([O-])([O-])=O.[Cs+].[Cs+].O1CCOCC1. The catalyst class is: 263. (2) Reactant: [N:1]1[CH:6]=[CH:5][C:4]([C:7]2[CH:8]=[C:9]([CH:12]=[CH:13][CH:14]=2)[CH:10]=O)=[CH:3][CH:2]=1.[ClH:15].[NH2:16][OH:17]. Product: [ClH:15].[N:1]1[CH:6]=[CH:5][C:4]([C:7]2[CH:8]=[C:9]([CH:12]=[CH:13][CH:14]=2)[CH:10]=[N:16][OH:17])=[CH:3][CH:2]=1. The catalyst class is: 5.